This data is from Forward reaction prediction with 1.9M reactions from USPTO patents (1976-2016). The task is: Predict the product of the given reaction. (1) Given the reactants [CH2:1]([CH:3]1OC1)Cl.[CH2:6]([O:8][C:9]([CH:11]1[CH2:15][CH2:14][NH:13][C:12]1=[O:16])=[O:10])[CH3:7].C([O-])([O-])=O.[K+].[K+], predict the reaction product. The product is: [CH2:6]([O:8][C:9]([CH:11]1[CH2:15][CH2:14][N:13]=[C:12]1[O:16][CH2:1][CH3:3])=[O:10])[CH3:7]. (2) Given the reactants [C:1]([CH:4](OS(C1C=CC(C)=CC=1)(=O)=O)[C:5]1[CH:10]=[CH:9][CH:8]=[CH:7][CH:6]=1)(=[O:3])[NH2:2].[CH3:22][O:23][C:24]1[CH:25]=[C:26]2[C:31](=[CH:32][C:33]=1[O:34][CH3:35])[C@H:30]([CH2:36][CH2:37][C:38]1[CH:43]=[C:42]([C:44]([F:47])([F:46])[F:45])[CH:41]=[CH:40][C:39]=1[CH3:48])[NH:29][CH2:28][CH2:27]2, predict the reaction product. The product is: [CH3:22][O:23][C:24]1[CH:25]=[C:26]2[C:31](=[CH:32][C:33]=1[O:34][CH3:35])[C@H:30]([CH2:36][CH2:37][C:38]1[CH:43]=[C:42]([C:44]([F:47])([F:46])[F:45])[CH:41]=[CH:40][C:39]=1[CH3:48])[N:29]([C@H:4]([C:5]1[CH:6]=[CH:7][CH:8]=[CH:9][CH:10]=1)[C:1]([NH2:2])=[O:3])[CH2:28][CH2:27]2. (3) Given the reactants Cl[C:2]1[CH:7]=[C:6]([Cl:8])[N:5]=[C:4]([O:9]C)[N:3]=1.[C:11]([C:14]([C:17]1[CH:18]=[C:19](B(O)O)[CH:20]=[CH:21][CH:22]=1)([CH3:16])[CH3:15])([OH:13])=[O:12], predict the reaction product. The product is: [Cl:8][C:6]1[N:5]=[C:4]([OH:9])[N:3]=[C:2]([C:19]2[CH:18]=[C:17]([C:14]([CH3:16])([CH3:15])[C:11]([OH:13])=[O:12])[CH:22]=[CH:21][CH:20]=2)[CH:7]=1. (4) Given the reactants [CH3:1][N:2]1[C:10]2[CH:9]=[C:8]([N:11]3[CH:16]=[CH:15][C:14]([O:17][CH2:18][C:19]4[CH:20]=[N:21][C:22]([C:25]([F:28])([F:27])[F:26])=[CH:23][CH:24]=4)=[CH:13][C:12]3=[O:29])[CH:7]=[CH:6][C:5]=2[C:4]2[CH2:30][N:31](C(OC(C)(C)C)=O)[CH2:32][CH2:33][C:3]1=2.C1(N)C(F)=C(F)C(F)=C(N)C=1F.[ClH:53].Cl, predict the reaction product. The product is: [ClH:53].[ClH:53].[CH3:1][N:2]1[C:10]2[CH:9]=[C:8]([N:11]3[CH:16]=[CH:15][C:14]([O:17][CH2:18][C:19]4[CH:20]=[N:21][C:22]([C:25]([F:28])([F:26])[F:27])=[CH:23][CH:24]=4)=[CH:13][C:12]3=[O:29])[CH:7]=[CH:6][C:5]=2[C:4]2[CH2:30][NH:31][CH2:32][CH2:33][C:3]1=2. (5) Given the reactants [Cl:1][C:2]1[CH:3]=[CH:4][C:5]2[S:9][CH:8]=[C:7]([CH2:10][CH2:11]O)[C:6]=2[CH:13]=1.C1(P(C2C=CC=CC=2)C2C=CC=CC=2)C=CC=CC=1.[I:33]I.N1C=CN=C1, predict the reaction product. The product is: [Cl:1][C:2]1[CH:3]=[CH:4][C:5]2[S:9][CH:8]=[C:7]([CH2:10][CH2:11][I:33])[C:6]=2[CH:13]=1. (6) Given the reactants [F:1][C:2]([F:26])([F:25])[C:3]1[N:8]2[N:9]=[CH:10][C:11]([C:12](O)=[O:13])=[C:7]2[N:6]=[C:5]([C:15]2[CH:20]=[CH:19][C:18]([C:21]([F:24])([F:23])[F:22])=[CH:17][CH:16]=2)[CH:4]=1.[NH2:27][C:28]1[CH:29]=[C:30]([S:34]([NH:37][CH2:38][C:39]([F:42])([F:41])[F:40])(=[O:36])=[O:35])[CH:31]=[CH:32][CH:33]=1, predict the reaction product. The product is: [F:42][C:39]([F:40])([F:41])[CH2:38][NH:37][S:34]([C:30]1[CH:29]=[C:28]([NH:27][C:12]([C:11]2[CH:10]=[N:9][N:8]3[C:3]([C:2]([F:25])([F:1])[F:26])=[CH:4][C:5]([C:15]4[CH:20]=[CH:19][C:18]([C:21]([F:22])([F:23])[F:24])=[CH:17][CH:16]=4)=[N:6][C:7]=23)=[O:13])[CH:33]=[CH:32][CH:31]=1)(=[O:36])=[O:35]. (7) Given the reactants CN1CCOCC1.[NH2:8][C@@H:9]([CH:12]([C:17]([F:20])([F:19])[F:18])[C:13]([F:16])([F:15])[F:14])[CH2:10][OH:11].[Cl:21][C:22]1[S:26][C:25]([S:27](Cl)(=[O:29])=[O:28])=[CH:24][CH:23]=1.O, predict the reaction product. The product is: [Cl:21][C:22]1[S:26][C:25]([S:27]([NH:8][C@H:9]([CH2:10][OH:11])[CH:12]([C:13]([F:14])([F:15])[F:16])[C:17]([F:18])([F:19])[F:20])(=[O:29])=[O:28])=[CH:24][CH:23]=1.